Task: Predict the product of the given reaction.. Dataset: Forward reaction prediction with 1.9M reactions from USPTO patents (1976-2016) (1) Given the reactants [Si]([O:8][CH:9]1[C:17]2[C:12](=[C:13]([C:18]3[S:22][C:21]([C:23]4[CH:24]=[CH:25][C:26]([O:31][CH:32]([CH3:34])[CH3:33])=[C:27]([CH:30]=4)[C:28]#[N:29])=[CH:20][CH:19]=3)[CH:14]=[CH:15][CH:16]=2)[CH2:11][CH2:10]1)(C(C)(C)C)(C)C.Cl, predict the reaction product. The product is: [OH:8][CH:9]1[C:17]2[C:12](=[C:13]([C:18]3[S:22][C:21]([C:23]4[CH:24]=[CH:25][C:26]([O:31][CH:32]([CH3:34])[CH3:33])=[C:27]([CH:30]=4)[C:28]#[N:29])=[CH:20][CH:19]=3)[CH:14]=[CH:15][CH:16]=2)[CH2:11][CH2:10]1. (2) Given the reactants [CH3:1][N:2]([CH2:8][C:9]1[CH:14]=[CH:13][C:12]([N+:15]([O-])=O)=[CH:11][CH:10]=1)[CH2:3][C:4]([O:6][CH3:7])=[O:5], predict the reaction product. The product is: [NH2:15][C:12]1[CH:11]=[CH:10][C:9]([CH2:8][N:2]([CH3:1])[CH2:3][C:4]([O:6][CH3:7])=[O:5])=[CH:14][CH:13]=1. (3) Given the reactants [C:1]([O:7][CH2:8][CH3:9])(=[O:6])[CH2:2][C:3]([CH3:5])=O.[Cl:10][C:11]1[CH:18]=[C:17]([Cl:19])[CH:16]=[CH:15][C:12]=1[CH:13]=O.[NH4+:20].[OH-:21], predict the reaction product. The product is: [Cl:10][C:11]1[CH:18]=[C:17]([Cl:19])[CH:16]=[CH:15][C:12]=1[CH:13]1[C:2]([C:1]([O:7][CH2:8][CH3:9])=[O:6])=[C:3]([CH3:5])[NH:20][C:3]([CH3:5])=[C:2]1[C:1]([O:7][CH2:8][CH3:9])=[O:21]. (4) The product is: [Cl:21][C:8]1[CH:9]=[C:10]([NH:11][C:12]2[CH:17]=[CH:16][C:15]([O:18][CH2:19][CH3:20])=[CH:14][CH:13]=2)[C:5]2[N:6]([C:2]([C:22]#[N:23])=[CH:3][N:4]=2)[N:7]=1. Given the reactants Br[C:2]1[N:6]2[N:7]=[C:8]([Cl:21])[CH:9]=[C:10]([NH:11][C:12]3[CH:17]=[CH:16][C:15]([O:18][CH2:19][CH3:20])=[CH:14][CH:13]=3)[C:5]2=[N:4][CH:3]=1.[CH3:22][N:23](C=O)C, predict the reaction product.